Dataset: Peptide-MHC class I binding affinity with 185,985 pairs from IEDB/IMGT. Task: Regression. Given a peptide amino acid sequence and an MHC pseudo amino acid sequence, predict their binding affinity value. This is MHC class I binding data. The peptide sequence is ASSEPHCAL. The MHC is HLA-C03:03 with pseudo-sequence HLA-C03:03. The binding affinity (normalized) is 1.00.